The task is: Predict the reaction yield, written as a fraction of the theoretical maximum amount of product (1.0 means a 100% yield; for example, 0.34 means a 34% yield).. This data is from Reaction yield outcomes from USPTO patents with 853,638 reactions. (1) The reactants are [F:1][C:2]1[CH:9]=[C:8]([C:10]2[CH:15]=[CH:14][N:13]=[C:12]3[NH:16][C:17]([C:19]4[CH:20]=[N:21][N:22]([CH:24]5[CH2:27][O:26][CH2:25]5)[CH:23]=4)=[N:18][C:11]=23)[CH:7]=[CH:6][C:3]=1[CH2:4][NH2:5].[C:28]([C:32]1[N:36]=[C:35]([C:37](O)=[O:38])[O:34][N:33]=1)([CH3:31])([CH3:30])[CH3:29].F[P-](F)(F)(F)(F)F.Br[P+](N1CCCC1)(N1CCCC1)N1CCCC1.C(N(C(C)C)C(C)C)C. The catalyst is C(#N)C.C(O)=O.CN(C=O)C. The product is [F:1][C:2]1[CH:9]=[C:8]([C:10]2[CH:15]=[CH:14][N:13]=[C:12]3[NH:16][C:17]([C:19]4[CH:20]=[N:21][N:22]([CH:24]5[CH2:27][O:26][CH2:25]5)[CH:23]=4)=[N:18][C:11]=23)[CH:7]=[CH:6][C:3]=1[CH2:4][NH:5][C:37]([C:35]1[O:34][N:33]=[C:32]([C:28]([CH3:31])([CH3:30])[CH3:29])[N:36]=1)=[O:38]. The yield is 0.330. (2) The yield is 0.360. The catalyst is CN(C=O)C. The product is [CH3:33][N:31]1[CH:32]=[C:28]([C:25]2[CH:26]=[CH:27][C:22]3[N:23]([C:19]([S:18][C:14]4[CH:15]=[C:16]5[C:11](=[CH:12][CH:13]=4)[N:10]=[CH:9][C:8]([N:1]4[CH2:7][CH2:6][CH2:5][N:4]([CH2:35][CH2:36][OH:37])[CH2:3][CH2:2]4)=[CH:17]5)=[N:20][N:21]=3)[CH:24]=2)[CH:29]=[N:30]1. The reactants are [N:1]1([C:8]2[CH:9]=[N:10][C:11]3[C:16]([CH:17]=2)=[CH:15][C:14]([S:18][C:19]2[N:23]4[CH:24]=[C:25]([C:28]5[CH:29]=[N:30][N:31]([CH3:33])[CH:32]=5)[CH:26]=[CH:27][C:22]4=[N:21][N:20]=2)=[CH:13][CH:12]=3)[CH2:7][CH2:6][CH2:5][NH:4][CH2:3][CH2:2]1.Br[CH2:35][CH2:36][OH:37].C([O-])([O-])=O.[K+].[K+]. (3) The reactants are [C:1]([O:5][C:6]([N:8]([CH3:12])[CH2:9][CH2:10][OH:11])=[O:7])([CH3:4])([CH3:3])[CH3:2].O[C:14]1[CH:23]=[CH:22][C:17]([C:18]([O:20][CH3:21])=[O:19])=[CH:16][CH:15]=1.C1(P(C2C=CC=CC=2)C2C=CC=CC=2)C=CC=CC=1.CC(OC(/N=N/C(OC(C)C)=O)=O)C. The catalyst is C1COCC1. The product is [C:1]([O:5][C:6]([N:8]([CH2:9][CH2:10][O:11][C:14]1[CH:23]=[CH:22][C:17]([C:18]([O:20][CH3:21])=[O:19])=[CH:16][CH:15]=1)[CH3:12])=[O:7])([CH3:4])([CH3:3])[CH3:2]. The yield is 0.760. (4) The reactants are CS(C)=O.[OH-].[K+].[CH2:7]([N:14]1[CH2:19][CH2:18][CH:17]([C:20]2[NH:21][C:22]([C:25]3[CH:30]=[CH:29][C:28]([F:31])=[C:27]([Cl:32])[CH:26]=3)=[CH:23][N:24]=2)[CH2:16][CH2:15]1)[C:8]1[CH:13]=[CH:12][CH:11]=[CH:10][CH:9]=1.I[CH2:34][CH3:35]. The catalyst is O.[Cl-].[Na+]. The product is [CH2:7]([N:14]1[CH2:19][CH2:18][CH:17]([C:20]2[N:24]([CH2:34][CH3:35])[CH:23]=[C:22]([C:25]3[CH:30]=[CH:29][C:28]([F:31])=[C:27]([Cl:32])[CH:26]=3)[N:21]=2)[CH2:16][CH2:15]1)[C:8]1[CH:13]=[CH:12][CH:11]=[CH:10][CH:9]=1. The yield is 0.810. (5) The reactants are [CH:1]([C:4]1[N:26]=[C:7]2[CH:8]=[C:9]([NH:12][C:13]([C:15]3[N:19]([CH3:20])[N:18]=[CH:17][C:16]=3[C:21]([O:23]CC)=[O:22])=[O:14])[CH:10]=[CH:11][N:6]2[N:5]=1)([CH3:3])[CH3:2].O.[OH-].[Li+]. The catalyst is CO.O. The product is [CH:1]([C:4]1[N:26]=[C:7]2[CH:8]=[C:9]([NH:12][C:13]([C:15]3[N:19]([CH3:20])[N:18]=[CH:17][C:16]=3[C:21]([OH:23])=[O:22])=[O:14])[CH:10]=[CH:11][N:6]2[N:5]=1)([CH3:3])[CH3:2]. The yield is 0.937. (6) The product is [Cl:1][C:2]1[N:7]=[CH:6][N:5]=[C:4]2[C:3]=1[N:9]=[C:14]([C:13]1[CH:17]=[CH:18][CH:19]=[C:11]([Cl:10])[CH:12]=1)[NH:8]2. No catalyst specified. The yield is 0.310. The reactants are [Cl:1][C:2]1[N:7]=[CH:6][N:5]=[C:4]([NH2:8])[C:3]=1[NH2:9].[Cl:10][C:11]1[CH:12]=[C:13]([CH:17]=[CH:18][CH:19]=1)[C:14](O)=O.P(Cl)(Cl)(Cl)=O. (7) The reactants are C(OC([N:8]1[CH2:13][CH2:12][CH:11]([CH2:14][CH2:15][O:16][CH2:17][C:18]2[CH:19]=[N:20][CH:21]=[CH:22][CH:23]=2)[CH2:10][CH2:9]1)=O)(C)(C)C.Cl.O1CCOCC1. The catalyst is O1CCOCC1. The product is [N:20]1[CH:21]=[CH:22][CH:23]=[C:18]([CH2:17][O:16][CH2:15][CH2:14][CH:11]2[CH2:12][CH2:13][NH:8][CH2:9][CH2:10]2)[CH:19]=1. The yield is 0.350. (8) The yield is 0.220. The reactants are [NH:1]1[C:8](=[O:9])[CH2:7][C:5](=[O:6])[NH:4][C:2]1=[O:3].C(N(CC)C(C)C)(C)C.[N:19]([CH2:22][C:23]([O:25]CC)=[O:24])=[C:20]=[O:21]. The catalyst is ClCCl.CN(C=O)C. The product is [OH:6][C:5]1[NH:4][C:2](=[O:3])[NH:1][C:8](=[O:9])[C:7]=1[C:20]([NH:19][CH2:22][C:23]([OH:25])=[O:24])=[O:21]. (9) The reactants are [N+:1]([C:4]1[CH:10]=[CH:9][CH:8]=[CH:7][C:5]=1[NH2:6])([O-:3])=[O:2].[CH3:11][N:12]1[C:20]2[C:15](=[CH:16][CH:17]=[CH:18][CH:19]=2)[CH:14]=[C:13]1C=O.[BH-](OC(C)=O)(OC(C)=O)O[C:25](C)=O.[Na+].C(=O)([O-])O.[Na+]. The catalyst is O1CCCC1.C(O)(=O)C. The product is [CH3:11][N:12]1[C:20]2[C:15](=[CH:16][CH:17]=[CH:18][CH:19]=2)[C:14]([CH2:25][NH:6][C:5]2[CH:7]=[CH:8][CH:9]=[CH:10][C:4]=2[N+:1]([O-:3])=[O:2])=[CH:13]1. The yield is 0.180.